This data is from Peptide-MHC class I binding affinity with 185,985 pairs from IEDB/IMGT. The task is: Regression. Given a peptide amino acid sequence and an MHC pseudo amino acid sequence, predict their binding affinity value. This is MHC class I binding data. The peptide sequence is YLHDPLTPY. The MHC is HLA-A31:01 with pseudo-sequence HLA-A31:01. The binding affinity (normalized) is 0.0847.